This data is from Peptide-MHC class I binding affinity with 185,985 pairs from IEDB/IMGT. The task is: Regression. Given a peptide amino acid sequence and an MHC pseudo amino acid sequence, predict their binding affinity value. This is MHC class I binding data. The peptide sequence is YPLHEQHGM. The MHC is HLA-A01:01 with pseudo-sequence HLA-A01:01. The binding affinity (normalized) is 0.0847.